From a dataset of Forward reaction prediction with 1.9M reactions from USPTO patents (1976-2016). Predict the product of the given reaction. (1) Given the reactants [Br:1][C:2]1[C:7]([OH:8])=[C:6]([N+:9]([O-])=O)[CH:5]=[CH:4][N:3]=1.C1COCC1, predict the reaction product. The product is: [NH2:9][C:6]1[CH:5]=[CH:4][N:3]=[C:2]([Br:1])[C:7]=1[OH:8]. (2) Given the reactants [NH2:1][C:2]1[CH:32]=[CH:31][C:5]([C:6]([NH:8][C:9]2[CH:10]=[CH:11][C:12]3[N:16]=[CH:15][N:14]([CH:17]([C:24]4[CH:29]=[CH:28][CH:27]=[CH:26][CH:25]=4)[CH2:18][C:19]([O:21]CC)=[O:20])[C:13]=3[CH:30]=2)=[O:7])=[CH:4][CH:3]=1, predict the reaction product. The product is: [NH2:1][C:2]1[CH:3]=[CH:4][C:5]([C:6]([NH:8][C:9]2[CH:10]=[CH:11][C:12]3[N:16]=[CH:15][N:14]([CH:17]([C:24]4[CH:25]=[CH:26][CH:27]=[CH:28][CH:29]=4)[CH2:18][C:19]([OH:21])=[O:20])[C:13]=3[CH:30]=2)=[O:7])=[CH:31][CH:32]=1. (3) Given the reactants [Cl:1][C:2]1[CH:3]=[C:4]([CH:7]=[CH:8][C:9]=1[Cl:10])[CH2:5][NH2:6].[CH:11]([N:14]([CH:17](C)C)[CH2:15][CH3:16])(C)[CH3:12].ClC(OC1C=CC([N+]([O-])=O)=CC=1)=[O:22].C[N:34]1[CH2:39]CNCC1, predict the reaction product. The product is: [Cl:1][C:2]1[CH:3]=[C:4]([CH:7]=[CH:8][C:9]=1[Cl:10])[CH2:5][NH:6][C:39]([N:34]1[CH2:16][CH2:15][N:14]([CH3:17])[CH2:11][CH2:12]1)=[O:22]. (4) Given the reactants C(OC([N:8]1[CH2:13][CH2:12][N:11]([C:14]2[CH:31]=[C:30]([CH3:32])[C:17]3[N:18]=[C:19]([C:21]4[C:22]([O:28]C)=[N:23][CH:24]=[CH:25][C:26]=4[I:27])[NH:20][C:16]=3[CH:15]=2)[CH2:10][CH2:9]1)=O)(C)(C)C.Cl, predict the reaction product. The product is: [I:27][C:26]1[CH:25]=[CH:24][NH:23][C:22](=[O:28])[C:21]=1[C:19]1[NH:20][C:16]2[CH:15]=[C:14]([N:11]3[CH2:12][CH2:13][NH:8][CH2:9][CH2:10]3)[CH:31]=[C:30]([CH3:32])[C:17]=2[N:18]=1. (5) Given the reactants [CH2:1]([N:8]1[C:17]([C:18]([OH:20])=[O:19])=[C:16]([C:21]2[CH:26]=[CH:25][CH:24]=[CH:23][CH:22]=2)[C:15]2[C:10](=[CH:11][CH:12]=[C:13]([O:27][CH2:28][C:29]3[CH:34]=[CH:33][CH:32]=[CH:31][CH:30]=3)[CH:14]=2)[C:9]1=[O:35])[C:2]1[CH:7]=[CH:6][CH:5]=[CH:4][CH:3]=1.CI.[C:38](=O)([O-])[O-].[K+].[K+].O, predict the reaction product. The product is: [CH3:38][O:19][C:18]([C:17]1[N:8]([CH2:1][C:2]2[CH:3]=[CH:4][CH:5]=[CH:6][CH:7]=2)[C:9](=[O:35])[C:10]2[C:15]([C:16]=1[C:21]1[CH:26]=[CH:25][CH:24]=[CH:23][CH:22]=1)=[CH:14][C:13]([O:27][CH2:28][C:29]1[CH:34]=[CH:33][CH:32]=[CH:31][CH:30]=1)=[CH:12][CH:11]=2)=[O:20].